From a dataset of NCI-60 drug combinations with 297,098 pairs across 59 cell lines. Regression. Given two drug SMILES strings and cell line genomic features, predict the synergy score measuring deviation from expected non-interaction effect. Cell line: IGROV1. Drug 2: COCCOC1=C(C=C2C(=C1)C(=NC=N2)NC3=CC=CC(=C3)C#C)OCCOC.Cl. Drug 1: CN(C)N=NC1=C(NC=N1)C(=O)N. Synergy scores: CSS=25.7, Synergy_ZIP=6.97, Synergy_Bliss=7.52, Synergy_Loewe=8.89, Synergy_HSA=12.2.